This data is from Full USPTO retrosynthesis dataset with 1.9M reactions from patents (1976-2016). The task is: Predict the reactants needed to synthesize the given product. (1) Given the product [C:3]1([CH:30]=[CH:31][C:32]2[CH:37]=[CH:36][CH:35]=[CH:34][CH:33]=2)[CH:4]=[CH:5][CH:6]=[CH:7][C:2]=1[Si:1]([C:23]1[CH:28]=[CH:27][CH:26]=[CH:25][C:24]=1[CH:30]=[CH:31][C:32]1[CH:37]=[CH:36][CH:35]=[CH:34][CH:33]=1)([C:16]1[CH:21]=[CH:20][CH:19]=[CH:18][C:17]=1[CH:30]=[CH:31][C:32]1[CH:37]=[CH:36][CH:35]=[CH:34][CH:33]=1)[C:9]1[CH:14]=[CH:13][CH:12]=[CH:11][C:10]=1[CH:30]=[CH:31][C:32]1[CH:37]=[CH:36][CH:35]=[CH:34][CH:33]=1, predict the reactants needed to synthesize it. The reactants are: [Si:1]([C:23]1(Br)[CH:28]=[CH:27][CH:26]=[CH:25][CH:24]=1)([C:16]1(Br)[CH:21]=[CH:20][CH:19]=[CH:18][CH:17]=1)([C:9]1(Br)[CH:14]=[CH:13][CH:12]=[CH:11][CH:10]=1)[C:2]1(Br)[CH:7]=[CH:6][CH:5]=[CH:4][CH:3]=1.[CH2:30]=[CH:31][C:32]1[CH:37]=[CH:36][CH:35]=[CH:34][CH:33]=1. (2) Given the product [Cl:20][C:21]1[CH:22]=[C:23]([NH:24][S:12]([C:9]2[C:10]3[C:5](=[CH:4][CH:3]=[C:2]([OH:1])[CH:11]=3)[CH:6]=[C:7]([S:16]([NH:24][C:23]3[CH:25]=[CH:26][CH:27]=[C:21]([Cl:20])[CH:22]=3)(=[O:18])=[O:17])[CH:8]=2)(=[O:14])=[O:13])[CH:25]=[CH:26][CH:27]=1, predict the reactants needed to synthesize it. The reactants are: [OH:1][C:2]1[CH:11]=[C:10]2[C:5]([CH:6]=[C:7]([S:16](Cl)(=[O:18])=[O:17])[CH:8]=[C:9]2[S:12](Cl)(=[O:14])=[O:13])=[CH:4][CH:3]=1.[Cl:20][C:21]1[CH:22]=[C:23]([CH:25]=[CH:26][CH:27]=1)[NH2:24]. (3) Given the product [ClH:26].[Cl:26][CH2:2][CH2:3][N:4]1[CH2:9][CH2:8][CH:7]([CH2:10][C:11]([NH:13][C:14]2[CH:19]=[CH:18][C:17]([S:20]([CH3:23])(=[O:22])=[O:21])=[CH:16][CH:15]=2)=[O:12])[CH2:6][CH2:5]1, predict the reactants needed to synthesize it. The reactants are: O[CH2:2][CH2:3][N:4]1[CH2:9][CH2:8][CH:7]([CH2:10][C:11]([NH:13][C:14]2[CH:19]=[CH:18][C:17]([S:20]([CH3:23])(=[O:22])=[O:21])=[CH:16][CH:15]=2)=[O:12])[CH2:6][CH2:5]1.S(Cl)([Cl:26])=O. (4) Given the product [NH2:19][C:15]1[C:14]2[N:20]=[C:21]([CH2:26][O:27][CH2:28][CH3:29])[N:22]([CH2:23][CH2:24][CH3:25])[C:13]=2[C:12]2[CH:11]=[CH:10][C:9]([OH:8])=[CH:18][C:17]=2[N:16]=1, predict the reactants needed to synthesize it. The reactants are: C([O:8][C:9]1[CH:10]=[CH:11][C:12]2[C:13]3[N:22]([CH2:23][CH2:24][CH3:25])[C:21]([CH2:26][O:27][CH2:28][CH3:29])=[N:20][C:14]=3[C:15]([NH2:19])=[N:16][C:17]=2[CH:18]=1)C1C=CC=CC=1. (5) The reactants are: [C:1]([O:5][C:6](=[O:34])[NH:7][C:8]1[CH:13]=[C:12]([CH3:14])[C:11]([CH2:15][NH:16][C:17]([C:19]2[N:20]=[N:21][N:22]([CH2:24][C:25]3[CH:30]=[CH:29][C:28]([CH2:31]Cl)=[CH:27][CH:26]=3)[CH:23]=2)=[O:18])=[C:10]([CH3:33])[N:9]=1)([CH3:4])([CH3:3])[CH3:2].[CH3:35][C:36]1[CH:40]=[CH:39][NH:38][N:37]=1.C(=O)([O-])[O-].[Cs+].[Cs+]. Given the product [C:1]([O:5][C:6](=[O:34])[NH:7][C:8]1[CH:13]=[C:12]([CH3:14])[C:11]([CH2:15][NH:16][C:17]([C:19]2[N:20]=[N:21][N:22]([CH2:24][C:25]3[CH:30]=[CH:29][C:28]([CH2:31][N:37]4[C:36]([CH3:35])=[CH:40][CH:39]=[N:38]4)=[CH:27][CH:26]=3)[CH:23]=2)=[O:18])=[C:10]([CH3:33])[N:9]=1)([CH3:4])([CH3:3])[CH3:2], predict the reactants needed to synthesize it. (6) Given the product [C:1]([C:3]1[CH:8]=[CH:7][C:6]([N:9]([CH2:15][CH:16]2[CH2:18][CH2:17]2)[C@H:10]([C:12]([NH:28][C:27]2[CH:29]=[CH:30][C:24]([F:23])=[CH:25][CH:26]=2)=[O:14])[CH3:11])=[CH:5][C:4]=1[C:19]([F:20])([F:21])[F:22])#[N:2], predict the reactants needed to synthesize it. The reactants are: [C:1]([C:3]1[CH:8]=[CH:7][C:6]([N:9]([CH2:15][CH:16]2[CH2:18][CH2:17]2)[C@H:10]([C:12]([OH:14])=O)[CH3:11])=[CH:5][C:4]=1[C:19]([F:22])([F:21])[F:20])#[N:2].[F:23][C:24]1[CH:30]=[CH:29][C:27]([NH2:28])=[CH:26][CH:25]=1.